From a dataset of Peptide-MHC class II binding affinity with 134,281 pairs from IEDB. Regression. Given a peptide amino acid sequence and an MHC pseudo amino acid sequence, predict their binding affinity value. This is MHC class II binding data. (1) The peptide sequence is NQFGSVPAVTISCMT. The MHC is DRB1_1501 with pseudo-sequence DRB1_1501. The binding affinity (normalized) is 0.167. (2) The peptide sequence is ATVATAPEVKYTVFE. The MHC is DRB1_1302 with pseudo-sequence DRB1_1302. The binding affinity (normalized) is 0.148. (3) The peptide sequence is KLNNQFGSVPALTIA. The MHC is DRB1_1302 with pseudo-sequence DRB1_1302. The binding affinity (normalized) is 0.405. (4) The peptide sequence is YYAIHKASPVLAFPA. The MHC is HLA-DQA10501-DQB10301 with pseudo-sequence HLA-DQA10501-DQB10301. The binding affinity (normalized) is 0.845. (5) The peptide sequence is LGQTIRNSRWSSPDN. The MHC is DRB1_0405 with pseudo-sequence DRB1_0405. The binding affinity (normalized) is 0.320.